Dataset: Full USPTO retrosynthesis dataset with 1.9M reactions from patents (1976-2016). Task: Predict the reactants needed to synthesize the given product. (1) Given the product [F:1][C:2]1[CH:3]=[CH:4][C:5]2[N:9]=[CH:8][N:7]([C:10]3[N:15]=[C:14]4[C:13]([NH:28][C:31](=[S:32])[N:16]4[C@H:17]4[C:26]5[C:21](=[C:22]([F:27])[CH:23]=[CH:24][CH:25]=5)[O:20][CH2:19][CH2:18]4)=[CH:12][N:11]=3)[C:6]=2[CH:29]=1, predict the reactants needed to synthesize it. The reactants are: [F:1][C:2]1[CH:3]=[CH:4][C:5]2[N:9]=[CH:8][N:7]([C:10]3[N:15]=[C:14]([NH:16][C@H:17]4[C:26]5[C:21](=[C:22]([F:27])[CH:23]=[CH:24][CH:25]=5)[O:20][CH2:19][CH2:18]4)[C:13]([NH2:28])=[CH:12][N:11]=3)[C:6]=2[CH:29]=1.N[C:31](N)=[S:32]. (2) Given the product [CH2:30]([O:32][CH2:33][CH2:34][NH:35][C:21]([C:18]1[CH:19]=[C:20]2[C:15](=[CH:16][C:17]=1[O:24][CH3:25])[N:14]=[CH:13][CH:12]=[C:11]2[O:10][C:9]1[CH:26]=[CH:27][C:6]([NH:5][C:4]([NH:3][CH2:1][CH3:2])=[O:29])=[C:7]([F:28])[CH:8]=1)=[O:23])[CH3:31], predict the reactants needed to synthesize it. The reactants are: [CH2:1]([NH:3][C:4](=[O:29])[NH:5][C:6]1[CH:27]=[CH:26][C:9]([O:10][C:11]2[C:20]3[C:15](=[CH:16][C:17]([O:24][CH3:25])=[C:18]([C:21]([OH:23])=O)[CH:19]=3)[N:14]=[CH:13][CH:12]=2)=[CH:8][C:7]=1[F:28])[CH3:2].[CH2:30]([O:32][CH2:33][CH2:34][NH2:35])[CH3:31].F[P-](F)(F)(F)(F)F.N1(O[P+](N(C)C)(N(C)C)N(C)C)C2C=CC=CC=2N=N1. (3) The reactants are: [NH:1]1[CH:5]=[CH:4][N:3]=[C:2]1[C:6]1[CH:11]=[CH:10][C:9]([C:12]2[CH:13]=[CH:14][C:15]3[O:21][CH2:20][CH2:19][N:18](C(OC(C)(C)C)=O)[CH2:17][C:16]=3[CH:29]=2)=[CH:8][CH:7]=1.CCN(C(C)C)C(C)C.Cl[C:40]([O:42][CH2:43][CH:44]([CH3:46])[CH3:45])=[O:41].C(O)(C(F)(F)F)=O. Given the product [O:21]1[C:15]2[CH:14]=[CH:13][C:12]([C:9]3[CH:10]=[CH:11][C:6]([C:2]4[N:3]([C:40]([O:42][CH2:43][CH:44]([CH3:46])[CH3:45])=[O:41])[CH:4]=[CH:5][N:1]=4)=[CH:7][CH:8]=3)=[CH:29][C:16]=2[CH2:17][NH:18][CH2:19][CH2:20]1, predict the reactants needed to synthesize it. (4) Given the product [C:1]([O:5][C:6]([N:8]1[CH2:9][CH2:10][N:11]([C:14]2[CH:15]=[C:16]3[C:21](=[CH:22][CH:23]=2)[N:20]=[C:19]([C:24]([OH:26])=[O:25])[CH:18]=[N:17]3)[CH2:12][CH2:13]1)=[O:7])([CH3:4])([CH3:2])[CH3:3], predict the reactants needed to synthesize it. The reactants are: [C:1]([O:5][C:6]([N:8]1[CH2:13][CH2:12][N:11]([C:14]2[CH:15]=[C:16]3[C:21](=[CH:22][CH:23]=2)[N:20]=[C:19]([C:24]([O:26]CC)=[O:25])[CH:18]=[N:17]3)[CH2:10][CH2:9]1)=[O:7])([CH3:4])([CH3:3])[CH3:2].[OH-].[Na+]. (5) Given the product [ClH:1].[F:34][C:29]1[CH:28]=[C:27]([C:15]2[C:14]3[C:18](=[CH:19][C:11]([O:10][CH2:9][CH2:56][CH2:55][N:54]([CH3:59])[CH3:53])=[CH:12][CH:13]=3)[C:17](=[O:20])[C:16]=2[C:21]2[CH:22]=[N:23][CH:24]=[CH:25][CH:26]=2)[CH:32]=[C:31]([F:33])[CH:30]=1, predict the reactants needed to synthesize it. The reactants are: [ClH:1].O1CCN(C[CH2:9][O:10][C:11]2[CH:19]=[C:18]3[C:14]([C:15]([C:27]4[CH:32]=[C:31]([F:33])[CH:30]=[C:29]([F:34])[CH:28]=4)=[C:16]([C:21]4[CH:22]=[N:23][CH:24]=[CH:25][CH:26]=4)[C:17]3=[O:20])=[CH:13][CH:12]=2)CC1.BrC1C(=O)C2C(C=1C1C=CC=CC=1)=CC=C(O)C=2.[CH3:53][N:54]([CH3:59])[CH2:55][CH2:56]CO. (6) Given the product [CH2:1]([O:8][C:9]1[CH:24]=[CH:23][C:12]([O:13][C:14]2[CH:15]=[CH:16][C:17]([NH2:20])=[CH:18][CH:19]=2)=[CH:11][CH:10]=1)[C:2]1[CH:3]=[CH:4][CH:5]=[CH:6][CH:7]=1, predict the reactants needed to synthesize it. The reactants are: [CH2:1]([O:8][C:9]1[CH:24]=[CH:23][C:12]([O:13][C:14]2[CH:19]=[CH:18][C:17]([N+:20]([O-])=O)=[CH:16][CH:15]=2)=[CH:11][CH:10]=1)[C:2]1[CH:7]=[CH:6][CH:5]=[CH:4][CH:3]=1.Cl.